Dataset: Forward reaction prediction with 1.9M reactions from USPTO patents (1976-2016). Task: Predict the product of the given reaction. (1) Given the reactants [C:1]1([C:24]2[CH:29]=[CH:28][CH:27]=[CH:26][CH:25]=2)[CH:6]=[CH:5][C:4]([CH2:7][C@@H:8]([NH:16][C:17]([C:19]2[NH:20][N:21]=[N:22][CH:23]=2)=[O:18])[CH2:9][C@@H:10]([CH2:14][OH:15])[C:11]([OH:13])=[O:12])=[CH:3][CH:2]=1.Cl.[CH3:31][O:32][CH2:33][CH2:34]O, predict the reaction product. The product is: [CH3:31][O:32][CH2:33][CH2:34][O:12][C:11](=[O:13])[C@H:10]([CH2:14][OH:15])[CH2:9][C@H:8]([NH:16][C:17]([C:19]1[NH:20][N:21]=[N:22][CH:23]=1)=[O:18])[CH2:7][C:4]1[CH:5]=[CH:6][C:1]([C:24]2[CH:25]=[CH:26][CH:27]=[CH:28][CH:29]=2)=[CH:2][CH:3]=1. (2) Given the reactants Cl.[NH2:2][C@@H:3]1[C:11]2[C:6](=[C:7]([C:12]3[S:16][C:15]([C:17]4[CH:18]=[CH:19][C:20]([O:25][CH:26]([CH3:28])[CH3:27])=[C:21]([CH:24]=4)[C:22]#[N:23])=[N:14][N:13]=3)[CH:8]=[CH:9][CH:10]=2)[CH2:5][CH2:4]1.CCN(C(C)C)C(C)C.[CH2:38]([O:40][C:41](=[O:47])[CH2:42][S:43](Cl)(=[O:45])=[O:44])[CH3:39], predict the reaction product. The product is: [C:22]([C:21]1[CH:24]=[C:17]([C:15]2[S:16][C:12]([C:7]3[CH:8]=[CH:9][CH:10]=[C:11]4[C:6]=3[CH2:5][CH2:4][C@@H:3]4[NH:2][S:43]([CH2:42][C:41]([O:40][CH2:38][CH3:39])=[O:47])(=[O:45])=[O:44])=[N:13][N:14]=2)[CH:18]=[CH:19][C:20]=1[O:25][CH:26]([CH3:28])[CH3:27])#[N:23]. (3) Given the reactants [CH3:1][N:2]1[C:6]([CH3:7])=[C:5]([C:8]([OH:10])=[O:9])[C:4](=[O:11])[N:3]1[C:12]1[CH:17]=[CH:16][CH:15]=[CH:14][CH:13]=1.[C:18](Cl)(=O)C(Cl)=O, predict the reaction product. The product is: [CH3:1][N:2]1[C:6]([CH3:7])=[C:5]([C:8]([O:10][CH3:18])=[O:9])[C:4](=[O:11])[N:3]1[C:12]1[CH:17]=[CH:16][CH:15]=[CH:14][CH:13]=1. (4) The product is: [Cl:9][C:6]1[CH:5]=[C:4]([CH:10]([C:29]([F:30])([F:32])[F:31])/[CH:11]=[CH:12]/[C:13]2[CH:14]=[C:15]3[C:19](=[CH:20][CH:21]=2)[NH:18][CH:17]=[CH:16]3)[CH:3]=[C:2]([Cl:1])[C:7]=1[F:8]. Given the reactants [Cl:1][C:2]1[CH:3]=[C:4]([CH:10]([C:29]([F:32])([F:31])[F:30])/[CH:11]=[CH:12]/[C:13]2[CH:14]=[C:15]3[C:19](=[CH:20][CH:21]=2)[N:18](C(OC(C)(C)C)=O)[CH:17]=[CH:16]3)[CH:5]=[C:6]([Cl:9])[C:7]=1[F:8].C(O)(C(F)(F)F)=O, predict the reaction product. (5) Given the reactants [CH:1]1([NH:7][C:8]2[CH:13]=[C:12]([C:14]3[CH:19]=[CH:18][C:17]([C:20](O)=[O:21])=[C:16]([N:23]4[CH2:28][CH2:27][NH:26][CH2:25][CH2:24]4)[N:15]=3)[CH:11]=[CH:10][N:9]=2)[CH2:6][CH2:5][CH2:4][CH2:3][CH2:2]1.[CH:29]([NH2:32])([CH3:31])[CH3:30].CCN(C(C)C)C(C)C.CN(C(ON1N=NC2C=CC=NC1=2)=[N+](C)C)C.F[P-](F)(F)(F)(F)F, predict the reaction product. The product is: [CH:29]([NH:32][C:20]([C:17]1[CH:18]=[CH:19][C:14]([C:12]2[CH:11]=[CH:10][N:9]=[C:8]([NH:7][CH:1]3[CH2:6][CH2:5][CH2:4][CH2:3][CH2:2]3)[CH:13]=2)=[N:15][C:16]=1[N:23]1[CH2:24][CH2:25][NH:26][CH2:27][CH2:28]1)=[O:21])([CH3:31])[CH3:30]. (6) Given the reactants [CH3:1][C:2]1[C:6]2[CH:7]=[C:8]([CH3:11])[CH:9]=[CH:10][C:5]=2[S:4][CH:3]=1.[Cl:12][S:13](O)(=[O:15])=[O:14].C([O-])(O)=O.[Na+], predict the reaction product. The product is: [CH3:1][C:2]1[C:6]2[CH:7]=[C:8]([CH3:11])[CH:9]=[CH:10][C:5]=2[S:4][C:3]=1[S:13]([Cl:12])(=[O:15])=[O:14].